This data is from Forward reaction prediction with 1.9M reactions from USPTO patents (1976-2016). The task is: Predict the product of the given reaction. Given the reactants [CH3:1][C:2]1[N:3]=[C:4]([C:12]2[CH:17]=[CH:16][C:15]([O:18][CH:19]([CH3:21])[CH3:20])=[C:14]([N+:22]([O-])=O)[CH:13]=2)[S:5][C:6]=1[C:7]([O:9][CH2:10][CH3:11])=[O:8], predict the reaction product. The product is: [NH2:22][C:14]1[CH:13]=[C:12]([C:4]2[S:5][C:6]([C:7]([O:9][CH2:10][CH3:11])=[O:8])=[C:2]([CH3:1])[N:3]=2)[CH:17]=[CH:16][C:15]=1[O:18][CH:19]([CH3:21])[CH3:20].